Task: Predict the product of the given reaction.. Dataset: Forward reaction prediction with 1.9M reactions from USPTO patents (1976-2016) Given the reactants [CH3:1][C:2]1[C:3]([C:12]([O:14]C)=[O:13])=[N:4][CH:5]=[C:6]([O:8][CH2:9][C:10]#[CH:11])[CH:7]=1.O.[OH-].[Li+].C1COCC1.Cl, predict the reaction product. The product is: [CH3:1][C:2]1[C:3]([C:12]([OH:14])=[O:13])=[N:4][CH:5]=[C:6]([O:8][CH2:9][C:10]#[CH:11])[CH:7]=1.